Dataset: Reaction yield outcomes from USPTO patents with 853,638 reactions. Task: Predict the reaction yield, written as a fraction of the theoretical maximum amount of product (1.0 means a 100% yield; for example, 0.34 means a 34% yield). (1) The reactants are C[N:2](C)[CH:3]=[CH:4][C:5]([C:7]1[C:12](=[O:13])[CH:11]=[CH:10][N:9]([C:14]2[CH:19]=[CH:18][C:17]([N:20]3[CH2:25]CO[CH2:22][CH2:21]3)=[CH:16][CH:15]=2)[N:8]=1)=O.[C:27]1([NH:33]N)[CH:32]=[CH:31][CH:30]=[CH:29][CH:28]=1.[CH3:35][OH:36]. No catalyst specified. The product is [N:20]1([C:17]2[CH:16]=[CH:15][C:14]([N:9]3[CH:10]=[CH:11][C:12](=[O:13])[C:7]([C:5]4[N:33]([C:27]5[CH:32]=[CH:31][CH:30]=[CH:29][CH:28]=5)[N:2]=[CH:3][CH:4]=4)=[N:8]3)=[CH:19][CH:18]=2)[CH2:21][CH2:22][O:36][CH2:35][CH2:25]1. The yield is 0.0800. (2) The reactants are Cl[CH2:2][C:3]([O:5][C@H:6]([CH2:35][N:36]([S:41]([C:44]1[CH:52]=[CH:51][C:47]2[O:48][CH2:49][O:50][C:46]=2[CH:45]=1)(=[O:43])=[O:42])[CH2:37][CH:38]([CH3:40])[CH3:39])[C@@H:7]([NH:23][C:24]([O:26][C@@H:27]1[C@H:34]2[C@H:30]([O:31][CH2:32][CH2:33]2)[O:29][CH2:28]1)=[O:25])[CH2:8][C:9]1[CH:14]=[CH:13][C:12]([O:15][CH2:16][C:17]2[N:18]=[C:19]([CH3:22])[S:20][CH:21]=2)=[CH:11][CH:10]=1)=[O:4].[N-:53]=[N+:54]=[N-:55].[Na+]. The catalyst is CN(C)C=O.C(OCC)(=O)C. The product is [N:53]([CH2:2][C:3]([O:5][C@H:6]([CH2:35][N:36]([S:41]([C:44]1[CH:52]=[CH:51][C:47]2[O:48][CH2:49][O:50][C:46]=2[CH:45]=1)(=[O:43])=[O:42])[CH2:37][CH:38]([CH3:40])[CH3:39])[C@@H:7]([NH:23][C:24]([O:26][C@@H:27]1[C@H:34]2[C@H:30]([O:31][CH2:32][CH2:33]2)[O:29][CH2:28]1)=[O:25])[CH2:8][C:9]1[CH:14]=[CH:13][C:12]([O:15][CH2:16][C:17]2[N:18]=[C:19]([CH3:22])[S:20][CH:21]=2)=[CH:11][CH:10]=1)=[O:4])=[N+:54]=[N-:55]. The yield is 1.00. (3) The reactants are [C:1]([NH:5][C:6]1[CH:45]=[CH:44][C:9]([CH2:10][NH:11][C:12]([C@@H:14]2[CH2:19][C@H:18]([NH:20][C:21]3[N:26]=[C:25]([C:27]4[C:35]5[C:30](=[CH:31][CH:32]=[CH:33][CH:34]=5)[NH:29][CH:28]=4)[C:24]([Cl:36])=[CH:23][N:22]=3)[CH2:17][N:16](C(OC(C)(C)C)=O)[CH2:15]2)=[O:13])=[CH:8][CH:7]=1)(=[O:4])[CH:2]=[CH2:3]. The catalyst is C(O)(C(F)(F)F)=O.C(Cl)Cl. The product is [C:1]([NH:5][C:6]1[CH:7]=[CH:8][C:9]([CH2:10][NH:11][C:12]([C@@H:14]2[CH2:19][C@H:18]([NH:20][C:21]3[N:26]=[C:25]([C:27]4[C:35]5[C:30](=[CH:31][CH:32]=[CH:33][CH:34]=5)[NH:29][CH:28]=4)[C:24]([Cl:36])=[CH:23][N:22]=3)[CH2:17][NH:16][CH2:15]2)=[O:13])=[CH:44][CH:45]=1)(=[O:4])[CH:2]=[CH2:3]. The yield is 0.797. (4) The reactants are C([Cl:6])(=O)OCC.[CH2:7]([O:9][CH:10](OCC)[CH:11]1[CH2:15][CH2:14][O:13][CH:12]1OCC)[CH3:8]. No catalyst specified. The product is [Cl:6][CH2:14][CH2:15][C:11](=[CH:10][O:9][CH2:7][CH3:8])[CH:12]=[O:13]. The yield is 0.958. (5) The reactants are [H-].[Na+].[OH:3][C:4]1[CH:13]=[CH:12][C:7]([C:8]([O:10][CH3:11])=[O:9])=[CH:6][N:5]=1.[CH:14](Br)([C:21]1[CH:26]=[CH:25][CH:24]=[CH:23][CH:22]=1)[C:15]1[CH:20]=[CH:19][CH:18]=[CH:17][CH:16]=1. The catalyst is CN(C=O)C. The product is [C:15]1([CH:14]([C:21]2[CH:22]=[CH:23][CH:24]=[CH:25][CH:26]=2)[N:5]2[C:4](=[O:3])[CH:13]=[CH:12][C:7]([C:8]([O:10][CH3:11])=[O:9])=[CH:6]2)[CH:20]=[CH:19][CH:18]=[CH:17][CH:16]=1. The yield is 0.580. (6) The reactants are [CH3:1][C@@H:2]1[N:13]([CH3:14])[C:12](=[O:15])[C@H:11]([CH2:16][C:17]([O:19][C:20]([CH3:23])([CH3:22])[CH3:21])=[O:18])[CH2:10][CH:9]=[CH:8][CH2:7][CH2:6][C:5](=[O:24])[O:4][C@@H:3]1[C:25]1[CH:30]=[CH:29][CH:28]=[CH:27][CH:26]=1. The catalyst is CO.[Pd]. The product is [CH3:1][C@@H:2]1[N:13]([CH3:14])[C:12](=[O:15])[C@H:11]([CH2:16][C:17]([O:19][C:20]([CH3:23])([CH3:22])[CH3:21])=[O:18])[CH2:10][CH2:9][CH2:8][CH2:7][CH2:6][C:5](=[O:24])[O:4][C@@H:3]1[C:25]1[CH:26]=[CH:27][CH:28]=[CH:29][CH:30]=1. The yield is 0.970. (7) The reactants are C1([NH:7][C:8]([C:10]2[C:11](=[O:23])[N:12]([CH3:22])[C:13]3[C:18]([C:19]=2[Cl:20])=[CH:17][C:16](O)=[CH:15][CH:14]=3)=O)CCCCC1.P(Cl)(Cl)([Cl:26])=O. No catalyst specified. The product is [Cl:20][C:19]1[C:18]2[C:13](=[CH:14][CH:15]=[C:16]([Cl:26])[CH:17]=2)[N:12]([CH3:22])[C:11](=[O:23])[C:10]=1[C:8]#[N:7]. The yield is 0.480.